Dataset: Catalyst prediction with 721,799 reactions and 888 catalyst types from USPTO. Task: Predict which catalyst facilitates the given reaction. (1) Product: [C:1]([O:5][C:6](=[O:7])[NH:8][C:9]([C:18]1[O:22][C:21]([C:23]2[CH:31]=[C:30]([N:32]([CH3:37])[S:33]([CH3:36])(=[O:35])=[O:34])[CH:29]=[C:25]([C:26]([N:57]([O:60][CH3:38])[CH3:54])=[O:27])[CH:24]=2)=[N:20][N:19]=1)([CH3:17])[CH2:10][C:11]1[CH:16]=[CH:15][CH:14]=[CH:13][CH:12]=1)([CH3:3])([CH3:4])[CH3:2]. Reactant: [C:1]([O:5][C:6]([NH:8][C:9]([C:18]1[O:22][C:21]([C:23]2[CH:24]=[C:25]([CH:29]=[C:30]([N:32]([CH3:37])[S:33]([CH3:36])(=[O:35])=[O:34])[CH:31]=2)[C:26](O)=[O:27])=[N:20][N:19]=1)([CH3:17])[CH2:10][C:11]1[CH:16]=[CH:15][CH:14]=[CH:13][CH:12]=1)=[O:7])([CH3:4])([CH3:3])[CH3:2].[CH:38](N(C(C)C)CC)(C)C.C(Cl)CCl.C1C=N[C:54]2[N:57]([OH:60])N=NC=2C=1. The catalyst class is: 22. (2) Reactant: [C:1]([O:5][C:6]([N:8]1[CH2:12][C@H:11]([F:13])[CH2:10][C@H:9]1[C:14]([NH:16][CH2:17][C:18]1[N:23]=[CH:22][C:21]([C:24]([O:26]C)=[O:25])=[C:20]([C:28]2[CH:29]=[N:30][C:31]([C:34]([F:37])([F:36])[F:35])=[CH:32][CH:33]=2)[CH:19]=1)=[O:15])=[O:7])([CH3:4])([CH3:3])[CH3:2].[Li+].[OH-].O.C(O)(=O)CC(CC(O)=O)(C(O)=O)O. The catalyst class is: 7. Product: [C:1]([O:5][C:6]([N:8]1[CH2:12][C@H:11]([F:13])[CH2:10][C@H:9]1[C:14]([NH:16][CH2:17][C:18]1[N:23]=[CH:22][C:21]([C:24]([OH:26])=[O:25])=[C:20]([C:28]2[CH:29]=[N:30][C:31]([C:34]([F:37])([F:35])[F:36])=[CH:32][CH:33]=2)[CH:19]=1)=[O:15])=[O:7])([CH3:4])([CH3:2])[CH3:3]. (3) The catalyst class is: 162. Reactant: [BH4-].[Na+].[C:3]([O:7][C:8]([NH:10][CH2:11][C:12]1[CH:17]=[CH:16][C:15]([C:18](=[O:25])[CH2:19][C:20]([O:22][CH2:23][CH3:24])=[O:21])=[CH:14][CH:13]=1)=[O:9])([CH3:6])([CH3:5])[CH3:4].CCCCCC.C(OCC)(=O)C. Product: [C:3]([O:7][C:8]([NH:10][CH2:11][C:12]1[CH:13]=[CH:14][C:15]([CH:18]([OH:25])[CH2:19][C:20]([O:22][CH2:23][CH3:24])=[O:21])=[CH:16][CH:17]=1)=[O:9])([CH3:5])([CH3:6])[CH3:4]. (4) Product: [CH2:15]([C:19]1[C:20](=[O:34])[N:21]([C:28]2[CH:33]=[CH:32][CH:31]=[CH:30][CH:29]=2)[C:22](=[C:25]([Br:27])[Br:26])[CH:23]=1)[CH2:16][CH2:17][CH3:18]. The catalyst class is: 22. Reactant: O=P12OP3(OP(OP(O3)(O1)=O)(=O)O2)=O.[CH2:15]([C:19]1[C:20](=[O:34])[N:21]([C:28]2[CH:33]=[CH:32][CH:31]=[CH:30][CH:29]=2)[C:22]([CH:25]([Br:27])[Br:26])(O)[CH:23]=1)[CH2:16][CH2:17][CH3:18]. (5) Reactant: Cl.CN(C)CCCN=C=NCC.[Cl:13][C:14]1[CH:15]=[C:16]([CH:21]([NH2:23])[CH3:22])[CH:17]=[CH:18][C:19]=1[Cl:20].[F:24][C:25]1[CH:26]=[C:27]([CH:31]=[CH:32][CH:33]=1)[C:28](O)=[O:29]. Product: [Cl:13][C:14]1[CH:15]=[C:16]([CH:21]([NH:23][C:28](=[O:29])[C:27]2[CH:31]=[CH:32][CH:33]=[C:25]([F:24])[CH:26]=2)[CH3:22])[CH:17]=[CH:18][C:19]=1[Cl:20]. The catalyst class is: 119.